Dataset: Forward reaction prediction with 1.9M reactions from USPTO patents (1976-2016). Task: Predict the product of the given reaction. (1) Given the reactants [CH3:1][C:2]1([CH3:9])[O:6][CH:5]([CH2:7][OH:8])[CH2:4][O:3]1.[C:10](OC(=O)C)(=[O:12])[CH3:11], predict the reaction product. The product is: [C:10]([O:8][CH2:7][CH:5]1[CH2:4][O:3][C:2]([CH3:9])([CH3:1])[O:6]1)(=[O:12])[CH3:11]. (2) Given the reactants [Cl:1][C:2]1[N:7]=[C:6]([Cl:8])[CH:5]=[C:4](Cl)[N:3]=1.[CH:10]1([C:14]#[N:15])[CH2:13][CH2:12][CH2:11]1.C[Si]([N-][Si](C)(C)C)(C)C.[Li+], predict the reaction product. The product is: [Cl:1][C:2]1[N:3]=[C:4]([C:10]2([C:14]#[N:15])[CH2:13][CH2:12][CH2:11]2)[CH:5]=[C:6]([Cl:8])[N:7]=1. (3) Given the reactants [Cl:1][C:2]1[CH:7]=[CH:6][C:5]([C:8]2([C:11]([OH:13])=O)[CH2:10][CH2:9]2)=[CH:4][CH:3]=1.CN(C)C=O.[NH:19]1[CH2:23][CH2:22][C:21]2([C:27]3[CH:28]=[CH:29][CH:30]=[CH:31][C:26]=3[S:25](=[O:33])(=[O:32])[NH:24]2)[CH2:20]1.F[P-](F)(F)(F)(F)F.N1(O[P+](N(C)C)(N(C)C)N(C)C)C2C=CC=CC=2N=N1.C(N(CC)C(C)C)(C)C, predict the reaction product. The product is: [Cl:1][C:2]1[CH:3]=[CH:4][C:5]([C:8]2([C:11]([N:19]3[CH2:23][CH2:22][C:21]4([C:27]5[CH:28]=[CH:29][CH:30]=[CH:31][C:26]=5[S:25](=[O:33])(=[O:32])[NH:24]4)[CH2:20]3)=[O:13])[CH2:9][CH2:10]2)=[CH:6][CH:7]=1. (4) Given the reactants [CH3:1][O:2][C:3]1[S:7][C:6]([C:8]([OH:10])=[O:9])=[CH:5][CH:4]=1.OS(O)(=O)=O.[C:16]([O-])(O)=O.[Na+].[OH-].[Na+], predict the reaction product. The product is: [CH3:1][O:2][C:3]1[S:7][C:6]([C:8]([O:10][CH3:16])=[O:9])=[CH:5][CH:4]=1. (5) Given the reactants Cl[C:2]1[C:11]2[C:6](=[C:7]([Br:12])[CH:8]=[CH:9][CH:10]=2)[CH:5]=[CH:4][N:3]=1.[C:13]([C:15]1[CH:20]=[CH:19][C:18](B2OC(C)(C)C(C)(C)O2)=[CH:17][C:16]=1[NH:30][CH:31]1[CH2:36][CH2:35][CH:34]([OH:37])[CH2:33][CH2:32]1)#[N:14].C(=O)([O-])[O-].[Na+].[Na+], predict the reaction product. The product is: [Br:12][C:7]1[CH:8]=[CH:9][CH:10]=[C:11]2[C:6]=1[CH:5]=[CH:4][N:3]=[C:2]2[C:18]1[CH:19]=[CH:20][C:15]([C:13]#[N:14])=[C:16]([NH:30][CH:31]2[CH2:36][CH2:35][CH:34]([OH:37])[CH2:33][CH2:32]2)[CH:17]=1. (6) The product is: [CH3:1][O:2][N:3]=[C:4]1[C:12]2[C:7](=[CH:8][C:9]([C:13]3[CH:17]=[CH:16][O:15][C:14]=3[C:18](=[O:20])/[CH:19]=[CH:23]/[N:24]([CH3:26])[CH3:25])=[CH:10][CH:11]=2)[CH2:6][CH2:5]1. Given the reactants [CH3:1][O:2][N:3]=[C:4]1[C:12]2[C:7](=[CH:8][C:9]([C:13]3[CH:17]=[CH:16][O:15][C:14]=3[C:18](=[O:20])[CH3:19])=[CH:10][CH:11]=2)[CH2:6][CH2:5]1.CO[CH:23](OC)[N:24]([CH3:26])[CH3:25], predict the reaction product. (7) Given the reactants [Li+].[OH-].[CH3:3][C:4]1[CH:9]=[C:8]([CH2:10][CH2:11][CH3:12])[CH:7]=[C:6]([CH3:13])[C:5]=1[NH:14][C:15]([NH:17][C:18]1[CH:19]=[C:20]([C:37]2[CH:42]=[CH:41][C:40]([O:43][CH3:44])=[CH:39][CH:38]=2)[CH:21]=[CH:22][C:23]=1[C:24]([NH:26][C@@H:27]([CH2:31][C:32]([O:34]CC)=[O:33])[C:28]([OH:30])=[O:29])=[O:25])=[O:16].Cl.C(OCC)(=O)C, predict the reaction product. The product is: [CH3:3][C:4]1[CH:9]=[C:8]([CH2:10][CH2:11][CH3:12])[CH:7]=[C:6]([CH3:13])[C:5]=1[NH:14][C:15]([NH:17][C:18]1[CH:19]=[C:20]([C:37]2[CH:42]=[CH:41][C:40]([O:43][CH3:44])=[CH:39][CH:38]=2)[CH:21]=[CH:22][C:23]=1[C:24]([NH:26][C@H:27]([C:28]([OH:30])=[O:29])[CH2:31][C:32]([OH:34])=[O:33])=[O:25])=[O:16].